This data is from NCI-60 drug combinations with 297,098 pairs across 59 cell lines. The task is: Regression. Given two drug SMILES strings and cell line genomic features, predict the synergy score measuring deviation from expected non-interaction effect. (1) Drug 1: CCCCCOC(=O)NC1=NC(=O)N(C=C1F)C2C(C(C(O2)C)O)O. Drug 2: C1CN(P(=O)(OC1)NCCCl)CCCl. Cell line: LOX IMVI. Synergy scores: CSS=-1.86, Synergy_ZIP=4.64, Synergy_Bliss=6.04, Synergy_Loewe=-1.60, Synergy_HSA=-1.46. (2) Cell line: NCI-H226. Drug 2: CCN(CC)CCCC(C)NC1=C2C=C(C=CC2=NC3=C1C=CC(=C3)Cl)OC. Synergy scores: CSS=9.79, Synergy_ZIP=-2.11, Synergy_Bliss=1.16, Synergy_Loewe=-0.382, Synergy_HSA=-0.123. Drug 1: C1=CC(=CC=C1C#N)C(C2=CC=C(C=C2)C#N)N3C=NC=N3. (3) Drug 1: CC12CCC(CC1=CCC3C2CCC4(C3CC=C4C5=CN=CC=C5)C)O. Drug 2: CC1C(C(=O)NC(C(=O)N2CCCC2C(=O)N(CC(=O)N(C(C(=O)O1)C(C)C)C)C)C(C)C)NC(=O)C3=C4C(=C(C=C3)C)OC5=C(C(=O)C(=C(C5=N4)C(=O)NC6C(OC(=O)C(N(C(=O)CN(C(=O)C7CCCN7C(=O)C(NC6=O)C(C)C)C)C)C(C)C)C)N)C. Cell line: NCIH23. Synergy scores: CSS=0.688, Synergy_ZIP=4.19, Synergy_Bliss=2.80, Synergy_Loewe=1.39, Synergy_HSA=1.54. (4) Drug 1: CC1=C2C(C(=O)C3(C(CC4C(C3C(C(C2(C)C)(CC1OC(=O)C(C(C5=CC=CC=C5)NC(=O)OC(C)(C)C)O)O)OC(=O)C6=CC=CC=C6)(CO4)OC(=O)C)OC)C)OC. Drug 2: COC1=C(C=C2C(=C1)N=CN=C2NC3=CC(=C(C=C3)F)Cl)OCCCN4CCOCC4. Cell line: SF-268. Synergy scores: CSS=58.5, Synergy_ZIP=11.7, Synergy_Bliss=11.0, Synergy_Loewe=12.5, Synergy_HSA=13.7.